From a dataset of Reaction yield outcomes from USPTO patents with 853,638 reactions. Predict the reaction yield, written as a fraction of the theoretical maximum amount of product (1.0 means a 100% yield; for example, 0.34 means a 34% yield). The reactants are [F:1][C:2]1[CH:10]=[CH:9][CH:8]=[C:7]([OH:11])[C:3]=1[C:4]([OH:6])=[O:5].S(=O)(=O)(O)O.[CH3:17]O. No catalyst specified. The product is [F:1][C:2]1[CH:10]=[CH:9][CH:8]=[C:7]([OH:11])[C:3]=1[C:4]([O:6][CH3:17])=[O:5]. The yield is 0.890.